Dataset: Retrosynthesis with 50K atom-mapped reactions and 10 reaction types from USPTO. Task: Predict the reactants needed to synthesize the given product. Given the product CN(C)c1nc2cc(N)ccc2s1, predict the reactants needed to synthesize it. The reactants are: CN(C)c1nc2cc([N+](=O)[O-])ccc2s1.